From a dataset of Full USPTO retrosynthesis dataset with 1.9M reactions from patents (1976-2016). Predict the reactants needed to synthesize the given product. Given the product [Br:49][CH2:2][CH2:3][CH2:4][C:5]#[C:6][C:7]1[CH:8]=[C:9]([NH:13][C:14]([C:16]2[CH:17]=[C:18]([S:22]([C:25]3[CH:26]=[C:27]4[C:32](=[C:33]([CH3:35])[CH:34]=3)[N:31]=[CH:30][C:29]([C:36]([NH2:38])=[O:37])=[C:28]4[NH:39][C:40]3[CH:45]=[CH:44][CH:43]=[C:42]([O:46][CH3:47])[CH:41]=3)(=[O:24])=[O:23])[CH:19]=[CH:20][CH:21]=2)=[O:15])[CH:10]=[CH:11][CH:12]=1, predict the reactants needed to synthesize it. The reactants are: O[CH2:2][CH2:3][CH2:4][C:5]#[C:6][C:7]1[CH:8]=[C:9]([NH:13][C:14]([C:16]2[CH:17]=[C:18]([S:22]([C:25]3[CH:26]=[C:27]4[C:32](=[C:33]([CH3:35])[CH:34]=3)[N:31]=[CH:30][C:29]([C:36]([NH2:38])=[O:37])=[C:28]4[NH:39][C:40]3[CH:45]=[CH:44][CH:43]=[C:42]([O:46][CH3:47])[CH:41]=3)(=[O:24])=[O:23])[CH:19]=[CH:20][CH:21]=2)=[O:15])[CH:10]=[CH:11][CH:12]=1.C(Br)(Br)(Br)[Br:49].C1(P(C2C=CC=CC=2)C2C=CC=CC=2)C=CC=CC=1.